Dataset: Full USPTO retrosynthesis dataset with 1.9M reactions from patents (1976-2016). Task: Predict the reactants needed to synthesize the given product. Given the product [Br:1][C:2]1[CH:3]=[C:4]([NH:8][C:9]([NH:16][CH:14]([CH3:15])[CH:13]([O:17][CH3:18])[O:12][CH3:11])=[S:10])[CH:5]=[CH:6][CH:7]=1, predict the reactants needed to synthesize it. The reactants are: [Br:1][C:2]1[CH:3]=[C:4]([N:8]=[C:9]=[S:10])[CH:5]=[CH:6][CH:7]=1.[CH3:11][O:12][CH:13]([O:17][CH3:18])[CH:14]([NH2:16])[CH3:15].